From a dataset of Experimentally validated miRNA-target interactions with 360,000+ pairs, plus equal number of negative samples. Binary Classification. Given a miRNA mature sequence and a target amino acid sequence, predict their likelihood of interaction. (1) The miRNA is hsa-miR-5196-5p with sequence AGGGAAGGGGACGAGGGUUGGG. The protein sequence of the target gene is MDGDGGRRDVPGTLMEPGRGAGPAGMAEPRAKAARPGPQRFLRRSVVESDQEEPPGLEAAEAPGPQPPQPLQRRVLLLCKTRRLIAERARGRPAAPAPAALVAQPGAPGAPADAGPEPVGTQEPGPDPIAAAVETAPAPDGGPREEAAATVRKEDEGAAEAKPEPGRTRRDEPEEEEDDEDDLKAVATSLDGRFLKFDIELGRGSFKTVYKGLDTETWVEVAWCELQDRKLTKLERQRFKEEAEMLKGLQHPNIVRFYDFWESSAKGKRCIVLVTELMTSGTLKTYLKRFKVMKPKVLRS.... Result: 1 (interaction). (2) The miRNA is hsa-miR-518f-3p with sequence GAAAGCGCUUCUCUUUAGAGG. The protein sequence of the target gene is MGNEASYPAEMCSHFDNDEIKRLGRRFKKLDLDKSGSLSVEEFMSLPELRHNPLVRRVIDVFDTDGDGEVDFKEFILGTSQFSVKGDEEQKLRFAFSIYDMDKDGYISNGELFQVLKMMVGNNLTDWQLQQLVDKTIIILDKDGDGKISFEEFSAVVRDLEIHKKLVLIV. Result: 0 (no interaction). (3) The miRNA is hsa-miR-99a-5p with sequence AACCCGUAGAUCCGAUCUUGUG. The protein sequence of the target gene is MLKMLSFKLLLLAVALGFFEGDAKFGERNEGSGARRRRCLNGNPPKRLKRRDRRVMSQLELLSGGEILCGGFYPRVSCCLQSDSPGLGRLENKIFSATNNSECSRLLEEIQCAPCSPHSQSLFYTPERDVLDGDLALPLLCKDYCKEFFYTCRGHIPGLLQTTADEFCFYYARKDAGLCFPDFPRKQVRGPASNYLGQMEDYEKVGGISRKHKHNCLCVQEVMSGLRQPVSAVHSGDGSHRLFILEKEGYVKILTPEGELFKEPYLDIHKLVQSGIKGGDERGLLSLAFHPNYKKNGKLY.... Result: 0 (no interaction). (4) The miRNA is hsa-miR-556-5p with sequence GAUGAGCUCAUUGUAAUAUGAG. The protein sequence of the target gene is MQKIKSLMTRQGLKSPQESLSDLGAIESLRVPGKEEFRELREQPSDPQAEQELINSIEQVYFSVDSFDIVKYELEKLPPVLNLQELEAYRDKLKQQQAAVSKKVADLILEKQPAYVKELERVTSLQTGLQLAAVICTNGRRHLNIAKEGFTQASLGLLANQRKRQLLIGLLKSLRTIKTLQRTDVRLSEMLEEEDYPGAIQLCLECQKAASTFKHYSCISELNSKLQDTLEQIEEQLDVALSKICKNFDINHYTKVQQAYRLLGKTQTAMDQLHMHFTQAIHNTVFQVVLGYVELCAGNT.... Result: 0 (no interaction). (5) The miRNA is hsa-miR-374c-5p with sequence AUAAUACAACCUGCUAAGUGCU. The protein sequence of the target gene is MNEEEQFVNIDLNDDNICSVCKLGTDKETLSFCHICFELNIEGVPKSDLLHTKSLRGHKDCFEKYHLIANQGCPRSKLSKSTYEEVKTILSKKINWIVQYAQNKDLDSDSECSKNPQHHLFNFRHKPEEKLLPQFDSQVPKYSAKWIDGSAGGISNCTQRILEQRENTDFGLSMLQDSGATLCRNSVLWPHSHNQAQKKEETISSPEANVQTQHPHYSREELNSMTLGEVEQLNAKLLQQIQEVFEELTHQVQEKDSLASQLHVRHVAIEQLLKNCSKLPCLQVGRTGMKSHLPINN. Result: 1 (interaction).